Task: Regression. Given two drug SMILES strings and cell line genomic features, predict the synergy score measuring deviation from expected non-interaction effect.. Dataset: NCI-60 drug combinations with 297,098 pairs across 59 cell lines (1) Drug 1: CN1CCC(CC1)COC2=C(C=C3C(=C2)N=CN=C3NC4=C(C=C(C=C4)Br)F)OC. Drug 2: C(CN)CNCCSP(=O)(O)O. Cell line: SR. Synergy scores: CSS=37.2, Synergy_ZIP=19.9, Synergy_Bliss=19.8, Synergy_Loewe=20.5, Synergy_HSA=19.6. (2) Drug 1: CC=C1C(=O)NC(C(=O)OC2CC(=O)NC(C(=O)NC(CSSCCC=C2)C(=O)N1)C(C)C)C(C)C. Drug 2: C1C(C(OC1N2C=NC3=C2NC=NCC3O)CO)O. Cell line: HT29. Synergy scores: CSS=50.4, Synergy_ZIP=0.844, Synergy_Bliss=-4.28, Synergy_Loewe=-71.6, Synergy_HSA=-6.99.